From a dataset of Reaction yield outcomes from USPTO patents with 853,638 reactions. Predict the reaction yield, written as a fraction of the theoretical maximum amount of product (1.0 means a 100% yield; for example, 0.34 means a 34% yield). (1) The reactants are [Cl:1][C:2]1[CH:7]=[C:6]([N+:8]([O-:10])=[O:9])[CH:5]=[C:4]([N+]([O-])=O)[CH:3]=1.[OH:14][C:15]1[CH:20]=[CH:19][C:18]([NH:21][C:22](=[O:24])[CH3:23])=[CH:17][CH:16]=1.C([O-])([O-])=O.[K+].[K+]. The catalyst is CN(C=O)C.O. The product is [Cl:1][C:2]1[CH:3]=[C:4]([CH:5]=[C:6]([N+:8]([O-:10])=[O:9])[CH:7]=1)[O:14][C:15]1[CH:16]=[CH:17][C:18]([NH:21][C:22](=[O:24])[CH3:23])=[CH:19][CH:20]=1. The yield is 0.920. (2) The reactants are Br[C:2]1[CH:3]=[C:4]([C:14]([NH:16][CH2:17][C:18]2[C:19](=[O:26])[NH:20][C:21]([CH3:25])=[CH:22][C:23]=2[CH3:24])=[O:15])[C:5]2[CH:6]=[N:7][N:8]([CH:11]([CH3:13])[CH3:12])[C:9]=2[CH:10]=1.[CH3:27][O:28][C:29]1[N:34]=[CH:33][C:32](B(O)O)=[CH:31][CH:30]=1.C(=O)(O)[O-].[Na+].O. The catalyst is COCCOC.O.C1C=CC(P(C2C=CC=CC=2)[C-]2C=CC=C2)=CC=1.C1C=CC(P(C2C=CC=CC=2)[C-]2C=CC=C2)=CC=1.Cl[Pd]Cl.[Fe+2].C(Cl)Cl. The product is [CH3:24][C:23]1[CH:22]=[C:21]([CH3:25])[NH:20][C:19](=[O:26])[C:18]=1[CH2:17][NH:16][C:14]([C:4]1[C:5]2[CH:6]=[N:7][N:8]([CH:11]([CH3:13])[CH3:12])[C:9]=2[CH:10]=[C:2]([C:32]2[CH:33]=[N:34][C:29]([O:28][CH3:27])=[CH:30][CH:31]=2)[CH:3]=1)=[O:15]. The yield is 0.430. (3) The reactants are [CH:1]1([C:4]2[NH:5][C:6]([NH2:9])=[N:7][N:8]=2)[CH2:3][CH2:2]1.[C:10]([C:12]1[CH:17]=[CH:16][CH:15]=[CH:14][C:13]=1[C:18]1[CH:23]=[CH:22][C:21]([CH2:24][CH:25]([C:31](=O)[CH2:32][CH2:33][CH3:34])[C:26](OCC)=[O:27])=[CH:20][CH:19]=1)#[N:11]. The catalyst is ClC1C=CC(Cl)=CC=1Cl. The product is [CH:1]1([C:4]2[N:5]=[C:6]3[NH:9][C:26](=[O:27])[C:25]([CH2:24][C:21]4[CH:22]=[CH:23][C:18]([C:13]5[C:12]([C:10]#[N:11])=[CH:17][CH:16]=[CH:15][CH:14]=5)=[CH:19][CH:20]=4)=[C:31]([CH2:32][CH2:33][CH3:34])[N:7]3[N:8]=2)[CH2:3][CH2:2]1. The yield is 0.210. (4) The reactants are [CH:1]1[C:10]2[C:5](=[C:6]([NH:11][C:12](=[O:14])[CH3:13])[CH:7]=[CH:8][CH:9]=2)[CH:4]=[CH:3][N:2]=1.[OH-].[Na+]. No catalyst specified. The product is [CH:1]1[C:10]2[CH2:9][CH2:8][CH2:7][CH:6]([NH:11][C:12](=[O:14])[CH3:13])[C:5]=2[CH:4]=[CH:3][N:2]=1. The yield is 0.450. (5) The reactants are C(N(C(C)C)CC)(C)C.[C:10]1([C:20](Cl)=[O:21])[C:19]2[C:14](=[CH:15][CH:16]=[CH:17][CH:18]=2)[CH:13]=[CH:12][CH:11]=1.CC1C=C(C)C=C(C)C=1C(Cl)=O.[OH:35]/[N:36]=[C:37](/[C:39]1[CH:47]=[CH:46][C:42]2[O:43][CH2:44][O:45][C:41]=2[CH:40]=1)\[NH2:38]. The catalyst is C1COCC1.CCOC(C)=O.CCOCC.CCCCC. The product is [C:10]1([C:20]([O:35]/[N:36]=[C:37](/[C:39]2[CH:47]=[CH:46][C:42]3[O:43][CH2:44][O:45][C:41]=3[CH:40]=2)\[NH2:38])=[O:21])[C:19]2[C:14](=[CH:15][CH:16]=[CH:17][CH:18]=2)[CH:13]=[CH:12][CH:11]=1. The yield is 0.470. (6) The reactants are FC1C=C2C(C(=O)CC3(O2)CCN(C(NC2C=C(C(=O)NC)C=CN=2)=O)CC3)=CC=1.[Cl:31][C:32]1[CH:33]=[CH:34][CH:35]=[C:36]2[C:59]=1[O:58][C:39]1([CH2:44][CH2:43][N:42]([C:45]([NH:47][C:48]3[CH:53]=[C:52]([C:54](=[O:57])[NH:55][CH3:56])[CH:51]=[CH:50][N:49]=3)=[O:46])[CH2:41][CH2:40]1)[CH2:38][C:37]2=[O:60]. No catalyst specified. The product is [ClH:31].[Cl:31][C:32]1[CH:33]=[CH:34][CH:35]=[C:36]2[C:59]=1[O:58][C:39]1([CH2:40][CH2:41][N:42]([C:45]([NH:47][C:48]3[CH:53]=[C:52]([C:54](=[O:57])[NH:55][CH3:56])[CH:51]=[CH:50][N:49]=3)=[O:46])[CH2:43][CH2:44]1)[CH2:38][C:37]2=[O:60]. The yield is 0.880.